Dataset: TCR-epitope binding with 47,182 pairs between 192 epitopes and 23,139 TCRs. Task: Binary Classification. Given a T-cell receptor sequence (or CDR3 region) and an epitope sequence, predict whether binding occurs between them. The epitope is KLMNIQQKL. The TCR CDR3 sequence is CSAQTGRDTEAFF. Result: 0 (the TCR does not bind to the epitope).